From a dataset of Catalyst prediction with 721,799 reactions and 888 catalyst types from USPTO. Predict which catalyst facilitates the given reaction. (1) Reactant: [CH3:1][O:2][C:3]1[CH:8]=[CH:7][C:6]([C:9]2[C:17]3[C:16]([NH:18][C:19]4[CH:20]=[C:21]([CH2:25][CH2:26][C:27]([OH:29])=[O:28])[CH:22]=[CH:23][CH:24]=4)=[N:15][CH:14]=[N:13][C:12]=3[O:11][C:10]=2[C:30]2[CH:35]=[CH:34][CH:33]=[CH:32][CH:31]=2)=[CH:5][CH:4]=1.[OH-].[Na+:37]. Product: [Na+:37].[CH3:1][O:2][C:3]1[CH:4]=[CH:5][C:6]([C:9]2[C:17]3[C:16]([NH:18][C:19]4[CH:20]=[C:21]([CH2:25][CH2:26][C:27]([O-:29])=[O:28])[CH:22]=[CH:23][CH:24]=4)=[N:15][CH:14]=[N:13][C:12]=3[O:11][C:10]=2[C:30]2[CH:35]=[CH:34][CH:33]=[CH:32][CH:31]=2)=[CH:7][CH:8]=1. The catalyst class is: 1. (2) Reactant: Br[C:2]1[C:3](=[O:31])[N:4]([CH3:30])[C:5](=[O:29])[C:6]=1[C:7]1[C:15]2[C:10](=[CH:11][CH:12]=[CH:13][CH:14]=2)[NH:9][C:8]=1[CH2:16][CH2:17][CH2:18][CH2:19][C:20]1[NH:21][C:22]2[C:27]([CH:28]=1)=[CH:26][CH:25]=[CH:24][CH:23]=2. Product: [NH:21]1[C:22]2[C:27](=[CH:26][CH:25]=[CH:24][CH:23]=2)[CH:28]=[C:20]1[CH2:19][CH2:18][CH2:17][CH2:16][C:8]1[NH:9][C:10]2[C:15]([C:7]=1[CH:6]1[CH2:2][C:3](=[O:31])[N:4]([CH3:30])[C:5]1=[O:29])=[CH:14][CH:13]=[CH:12][CH:11]=2. The catalyst class is: 105. (3) Reactant: C(O/[CH:4]=[CH:5]/[C:6](=O)[C:7]([F:10])([F:9])[F:8])C.O=[C:13]([CH3:20])[CH2:14][C:15]([O:17][CH2:18][CH3:19])=[O:16].C([O-])(=O)C.[NH4+:25].C(O)(=O)C. Product: [CH3:20][C:13]1[N:25]=[C:6]([C:7]([F:8])([F:9])[F:10])[CH:5]=[CH:4][C:14]=1[C:15]([O:17][CH2:18][CH3:19])=[O:16]. The catalyst class is: 6. (4) Reactant: [NH2:1][CH:2]([CH2:12][C:13]1[CH:18]=[CH:17][CH:16]=[C:15]([C:19]([F:22])([F:21])[F:20])[CH:14]=1)[CH:3]([C:5]1[CH:10]=[CH:9][C:8]([F:11])=[CH:7][CH:6]=1)[OH:4].[CH:23]1([C:29](Cl)=[O:30])[CH2:28][CH2:27][CH2:26][CH2:25][CH2:24]1.C(=O)([O-])O.[Na+]. Product: [F:11][C:8]1[CH:7]=[CH:6][C:5]([CH:3]([OH:4])[CH:2]([NH:1][C:29]([CH:23]2[CH2:28][CH2:27][CH2:26][CH2:25][CH2:24]2)=[O:30])[CH2:12][C:13]2[CH:18]=[CH:17][CH:16]=[C:15]([C:19]([F:22])([F:20])[F:21])[CH:14]=2)=[CH:10][CH:9]=1. The catalyst class is: 84. (5) Reactant: [OH-].[Na+].[F:3][C:4]1[CH:20]=[CH:19][C:18]([F:21])=[CH:17][C:5]=1[CH2:6][C:7]1[O:11][N:10]=[C:9]([C:12]([O:14]CC)=[O:13])[N:8]=1.Cl. Product: [F:3][C:4]1[CH:20]=[CH:19][C:18]([F:21])=[CH:17][C:5]=1[CH2:6][C:7]1[O:11][N:10]=[C:9]([C:12]([OH:14])=[O:13])[N:8]=1. The catalyst class is: 8.